Dataset: Forward reaction prediction with 1.9M reactions from USPTO patents (1976-2016). Task: Predict the product of the given reaction. (1) Given the reactants [CH2:1]([C:8]1[C:9](=[O:18])[NH:10][C:11]([S:15][CH2:16][CH3:17])=[N:12][C:13]=1[CH3:14])[C:2]1[CH:7]=[CH:6][CH:5]=[CH:4][CH:3]=1.Br[CH2:20][C:21]1[CH:26]=[CH:25][C:24]([C:27]2[CH:32]=[CH:31][CH:30]=[CH:29][C:28]=2[C:33]2[N:37]=[C:36](C(Cl)(Cl)Cl)[O:35][N:34]=2)=[CH:23][CH:22]=1.C(=O)([O-])[O-:43].[Cs+].[Cs+], predict the reaction product. The product is: [CH2:1]([C:8]1[C:9](=[O:18])[N:10]([CH2:20][C:21]2[CH:26]=[CH:25][C:24]([C:27]3[CH:32]=[CH:31][CH:30]=[CH:29][C:28]=3[C:33]3[NH:37][C:36](=[O:43])[O:35][N:34]=3)=[CH:23][CH:22]=2)[C:11]([S:15][CH2:16][CH3:17])=[N:12][C:13]=1[CH3:14])[C:2]1[CH:3]=[CH:4][CH:5]=[CH:6][CH:7]=1. (2) Given the reactants [N:1]([C:4]1[C:13]2[C:8](=[CH:9][CH:10]=[CH:11][CH:12]=2)[N:7]=[CH:6][CH:5]=1)=[C:2]=[S:3].[NH2:14][CH:15]([C:19]#[N:20])[C:16]([NH2:18])=[O:17], predict the reaction product. The product is: [NH2:20][C:19]1[S:3][C:2]([NH:1][C:4]2[C:13]3[C:8](=[CH:9][CH:10]=[CH:11][CH:12]=3)[N:7]=[CH:6][CH:5]=2)=[N:14][C:15]=1[C:16]([NH2:18])=[O:17].